Task: Binary Classification. Given a drug SMILES string, predict its activity (active/inactive) in a high-throughput screening assay against a specified biological target.. Dataset: Tyrosyl-DNA phosphodiesterase HTS with 341,365 compounds (1) The drug is O=C(NCC(OCC(=O)N1C(CCCC1C)C)=O)C12CC3CC(C2)CC(C1)C3. The result is 0 (inactive). (2) The molecule is Fc1cc(NC(=O)CN2CCN(CC2)C(=O)CNC(=O)c2cc3OCOc3cc2)ccc1. The result is 0 (inactive). (3) The molecule is S(=O)(=O)(N)c1ccc(CNC(=S)Nc2c(cc(cc2)C)C)cc1. The result is 0 (inactive). (4) The compound is S(c1ccccc1)CC(O\N=C(/N)c1ccc(cc1)C)=O. The result is 0 (inactive). (5) The compound is S(=O)(=O)(N(CC1OCCC1)Cc1cc2c([nH]c1=O)cc(cc2)C)c1c2nsnc2ccc1. The result is 0 (inactive). (6) The molecule is S(=O)(=O)(N1Cc2c3c(CC(OC3)C)c(nc2CC1)c1ccccc1)c1ccc(cc1)C#N. The result is 0 (inactive). (7) The compound is OC(c1ccccc1)(c1ccccc1)c1[nH]ccn1. The result is 0 (inactive). (8) The compound is s1c2cc(C(OC3CCOC3=O)=O)ccc2nc1. The result is 0 (inactive). (9) The compound is S(c1nc(N2CCCCC2)nc(N2CCCCC2)n1)CC(=O)Nc1sccn1. The result is 0 (inactive).